Dataset: Full USPTO retrosynthesis dataset with 1.9M reactions from patents (1976-2016). Task: Predict the reactants needed to synthesize the given product. (1) The reactants are: [N:1]1([CH2:6][C@@H:7]([O:14][C:15]2[CH:24]=[CH:23][C:22]3[C:21](=[O:25])[CH2:20][CH2:19][CH2:18][C:17]=3[C:16]=2[CH2:26][S:27][C:28]2[CH:29]=[C:30]([CH:34]=[CH:35][CH:36]=2)[C:31](O)=[O:32])[C:8]2[CH:13]=[CH:12][CH:11]=[CH:10][CH:9]=2)[CH:5]=[CH:4][N:3]=[CH:2]1.[NH2:37][C@H:38]([CH2:41][CH3:42])[CH2:39][OH:40]. Given the product [OH:40][CH2:39][C@H:38]([NH:37][C:31](=[O:32])[C:30]1[CH:34]=[CH:35][CH:36]=[C:28]([S:27][CH2:26][C:16]2[C:17]3[CH2:18][CH2:19][CH2:20][C:21](=[O:25])[C:22]=3[CH:23]=[CH:24][C:15]=2[O:14][C@@H:7]([C:8]2[CH:9]=[CH:10][CH:11]=[CH:12][CH:13]=2)[CH2:6][N:1]2[CH:5]=[CH:4][N:3]=[CH:2]2)[CH:29]=1)[CH2:41][CH3:42], predict the reactants needed to synthesize it. (2) Given the product [Si:7]([O:14][C:15]1[CH:20]=[CH:19][C:18]([CH2:21][CH2:22][OH:23])=[CH:17][CH:16]=1)([C:10]([CH3:13])([CH3:12])[CH3:11])([CH3:9])[CH3:8], predict the reactants needed to synthesize it. The reactants are: [H-].[Al+3].[Li+].[H-].[H-].[H-].[Si:7]([O:14][C:15]1[CH:20]=[CH:19][C:18]([CH2:21][C:22](OC)=[O:23])=[CH:17][CH:16]=1)([C:10]([CH3:13])([CH3:12])[CH3:11])([CH3:9])[CH3:8]. (3) Given the product [Cl:6][C:7]1[CH:34]=[CH:33][C:10]2[N:11]([C:14]3[N:15]=[C:16]4[C:22]([C:23]([OH:36])=[O:24])=[CH:21][N:20]([CH2:25][O:26][CH2:27][CH2:28][Si:29]([CH3:30])([CH3:31])[CH3:32])[C:17]4=[N:18][CH:19]=3)[CH:12]=[N:13][C:9]=2[CH:8]=1, predict the reactants needed to synthesize it. The reactants are: S(=O)(=O)(O)N.[Cl:6][C:7]1[CH:34]=[CH:33][C:10]2[N:11]([C:14]3[N:15]=[C:16]4[C:22]([CH:23]=[O:24])=[CH:21][N:20]([CH2:25][O:26][CH2:27][CH2:28][Si:29]([CH3:32])([CH3:31])[CH3:30])[C:17]4=[N:18][CH:19]=3)[CH:12]=[N:13][C:9]=2[CH:8]=1.Cl([O-])=[O:36].[Na+].P([O-])(O)(O)=O.[K+]. (4) Given the product [CH3:68][N:58]([C:52]1[CH:53]=[CH:54][CH:55]=[C:56]2[C:51]=1[NH:50][C:49]([C:47]1[S:43][CH:44]([CH2:69][N:70]3[CH2:71][CH2:72][S:73][CH2:74][CH2:75]3)[CH2:45][N:46]=1)=[CH:57]2)[S:59]([C:62]1[CH:67]=[CH:66][CH:65]=[CH:64][N:63]=1)(=[O:60])=[O:61], predict the reactants needed to synthesize it. The reactants are: C1(P(=O)(C2C=CC=CC=2)C2C=CC=CC=2)C=CC=CC=1.FC(F)(F)S(OS(C(F)(F)F)(=O)=O)(=O)=O.C([S:43][CH:44]([CH2:69][N:70]1[CH2:75][CH2:74][S:73][CH2:72][CH2:71]1)[CH2:45][NH:46][C:47]([C:49]1[NH:50][C:51]2[C:56]([CH:57]=1)=[CH:55][CH:54]=[CH:53][C:52]=2[N:58]([CH3:68])[S:59]([C:62]1[CH:67]=[CH:66][CH:65]=[CH:64][N:63]=1)(=[O:61])=[O:60])=O)C1C=CC=CC=1.